This data is from Full USPTO retrosynthesis dataset with 1.9M reactions from patents (1976-2016). The task is: Predict the reactants needed to synthesize the given product. Given the product [C:24]1([C:30]2[CH:39]=[CH:38][C:37]3[C:32](=[CH:33][C:34]([B:15]4[O:16][C:17]([CH3:22])([CH3:23])[C:18]([CH3:20])([CH3:21])[O:19]4)=[CH:35][CH:36]=3)[N:31]=2)[CH:29]=[CH:28][CH:27]=[CH:26][CH:25]=1, predict the reactants needed to synthesize it. The reactants are: C([O-])(=O)C.[K+].[B:15]1([B:15]2[O:19][C:18]([CH3:21])([CH3:20])[C:17]([CH3:23])([CH3:22])[O:16]2)[O:19][C:18]([CH3:21])([CH3:20])[C:17]([CH3:23])([CH3:22])[O:16]1.[C:24]1([C:30]2[CH:39]=[CH:38][C:37]3[C:32](=[CH:33][C:34](OS(C(F)(F)F)(=O)=O)=[CH:35][CH:36]=3)[N:31]=2)[CH:29]=[CH:28][CH:27]=[CH:26][CH:25]=1.O.